Dataset: Reaction yield outcomes from USPTO patents with 853,638 reactions. Task: Predict the reaction yield, written as a fraction of the theoretical maximum amount of product (1.0 means a 100% yield; for example, 0.34 means a 34% yield). (1) The reactants are [CH3:1][C:2]([C:4]1[C:9]([O:10][CH3:11])=[CH:8][CH:7]=[CH:6][C:5]=1[O:12][CH3:13])=O.[NH2:14][CH2:15][CH:16]1[CH2:20][CH2:19][CH2:18][N:17]1[CH2:21][CH3:22].S([O-])([O-])(=O)=O.[Mg+2]. The catalyst is CO. The product is [CH3:13][O:12][C:5]1[CH:6]=[CH:7][CH:8]=[C:9]([O:10][CH3:11])[C:4]=1/[C:2](=[N:14]/[CH2:15][CH:16]1[CH2:20][CH2:19][CH2:18][N:17]1[CH2:21][CH3:22])/[CH3:1]. The yield is 0.420. (2) The reactants are [H-].[Na+].[CH3:3][O:4][C:5]([C:7]1[C@@H:8]2[N:15]([C:16]([O:18][C:19]([CH3:22])([CH3:21])[CH3:20])=[O:17])[C@H:11]([CH2:12][C:13]=1[OH:14])[CH2:10][CH2:9]2)=[O:6].C1(N([S:30]([C:33]([F:36])([F:35])[F:34])(=[O:32])=[O:31])[S:30]([C:33]([F:36])([F:35])[F:34])(=[O:32])=[O:31])C=CC=CC=1. The catalyst is C1COCC1. The product is [CH3:3][O:4][C:5]([C:7]1[C@@H:8]2[N:15]([C:16]([O:18][C:19]([CH3:22])([CH3:21])[CH3:20])=[O:17])[C@H:11]([CH2:12][C:13]=1[O:14][S:30]([C:33]([F:36])([F:35])[F:34])(=[O:32])=[O:31])[CH2:10][CH2:9]2)=[O:6]. The yield is 1.00. (3) The reactants are [Cl:1][C:2]1[C:3]([NH:10][C:11]2[CH:15]=[C:14]([CH:16]3[CH2:18][CH2:17]3)[NH:13][N:12]=2)=[N:4][C:5]([C:8]#[N:9])=[N:6][CH:7]=1.C([O-])([O-])=[O:20].[K+].[K+].OO.O. The catalyst is CS(C)=O. The product is [Cl:1][C:2]1[C:3]([NH:10][C:11]2[CH:15]=[C:14]([CH:16]3[CH2:17][CH2:18]3)[NH:13][N:12]=2)=[N:4][C:5]([C:8]([NH2:9])=[O:20])=[N:6][CH:7]=1. The yield is 0.890. (4) The reactants are [C:1]1([C:17]2[CH:22]=[CH:21][CH:20]=[CH:19][CH:18]=2)[CH:6]=[CH:5][C:4]([O:7][CH2:8][C:9]2[O:13][C:12]([C:14]([OH:16])=O)=[CH:11][CH:10]=2)=[CH:3][CH:2]=1.[NH:23]1[CH2:33][CH2:32][CH2:31][CH2:30][CH:24]1[C:25]([O:27][CH2:28][CH3:29])=[O:26].Cl.C(N=C=NCCCN(C)C)C. The catalyst is O1CCCC1. The product is [CH2:28]([O:27][C:25]([CH:24]1[CH2:30][CH2:31][CH2:32][CH2:33][N:23]1[C:14]([C:12]1[O:13][C:9]([CH2:8][O:7][C:4]2[CH:3]=[CH:2][C:1]([C:17]3[CH:22]=[CH:21][CH:20]=[CH:19][CH:18]=3)=[CH:6][CH:5]=2)=[CH:10][CH:11]=1)=[O:16])=[O:26])[CH3:29]. The yield is 0.590. (5) The reactants are C(=O)([O-])[O-].[Na+].[Na+].Cl.F[C:9]1[CH:14]=[CH:13][C:12]([C:15]2[CH:16]=[CH:17][C:18]3[C:22]([C:23]4[CH:24]=[N:25][CH:26]=[CH:27][CH:28]=4)=[CH:21][S:20][C:19]=3[CH:29]=2)=[CH:11][CH:10]=1.[NH2:30]C1C=C(B(O)O)C=CC=1. The catalyst is C1COCC1.C(OCC)C. The product is [N:25]1[CH:26]=[CH:27][CH:28]=[C:23]([C:22]2[C:18]3[CH:17]=[CH:16][C:15]([C:12]4[CH:11]=[C:10]([NH2:30])[CH:9]=[CH:14][CH:13]=4)=[CH:29][C:19]=3[S:20][CH:21]=2)[CH:24]=1. The yield is 0.710. (6) The reactants are [C:1]([C:3]1[N:8]=[C:7]([CH2:9][CH2:10][P:11](=[O:18])([O:15][CH2:16][CH3:17])[O:12][CH2:13][CH3:14])[CH:6]=[CH:5][CH:4]=1)#[N:2].[C:19](OC)(=[O:27])[C:20]1[C:21](=[CH:23][CH:24]=[CH:25][CH:26]=1)[SH:22].C(N(CC)CC)C. The catalyst is C1(C)C=CC=CC=1. The product is [O:27]=[C:19]1[C:20]2[CH:26]=[CH:25][CH:24]=[CH:23][C:21]=2[S:22][C:1]([C:3]2[N:8]=[C:7]([CH2:9][CH2:10][P:11](=[O:18])([O:12][CH2:13][CH3:14])[O:15][CH2:16][CH3:17])[CH:6]=[CH:5][CH:4]=2)=[N:2]1. The yield is 0.500. (7) The reactants are [CH3:1][N:2]1[C:6]2[N:7]=[CH:8][N:9]([CH2:12][C:13]([F:16])([F:15])[F:14])[C:10](=[O:11])[C:5]=2[C:4]([C:17]2[CH:22]=[CH:21][CH:20]=[CH:19][N:18]=2)=[CH:3]1.[Br:23]Br. The catalyst is CN(C=O)C. The product is [Br:23][C:3]1[N:2]([CH3:1])[C:6]2[N:7]=[CH:8][N:9]([CH2:12][C:13]([F:15])([F:16])[F:14])[C:10](=[O:11])[C:5]=2[C:4]=1[C:17]1[CH:22]=[CH:21][CH:20]=[CH:19][N:18]=1. The yield is 0.700. (8) The reactants are [CH2:1]([O:3][C:4]([C:6]1([C:9]2[CH:14]=[CH:13][C:12]([C:15]3[CH:20]=[CH:19][C:18]([C:21]4[S:22][C:23]([Cl:29])=[CH:24][C:25]=4C(=O)N)=[CH:17][CH:16]=3)=[CH:11][CH:10]=2)[CH2:8][CH2:7]1)=[O:5])[CH3:2].[Cl:30][C:31]1[CH:36]=[C:35]([F:37])[CH:34]=[CH:33][C:32]=1[C@H:38]([OH:40])[CH3:39].[N:41]1[CH:46]=CC=CC=1.FC(F)(F)C(OI(C1C=CC=CC=1)OC(=O)C(F)(F)F)=[O:50]. The catalyst is C1(C)C=CC=CC=1. The product is [CH2:1]([O:3][C:4]([C:6]1([C:9]2[CH:10]=[CH:11][C:12]([C:15]3[CH:16]=[CH:17][C:18]([C:21]4[S:22][C:23]([Cl:29])=[CH:24][C:25]=4[NH:41][C:46]([O:40][C@@H:38]([C:32]4[CH:33]=[CH:34][C:35]([F:37])=[CH:36][C:31]=4[Cl:30])[CH3:39])=[O:50])=[CH:19][CH:20]=3)=[CH:13][CH:14]=2)[CH2:8][CH2:7]1)=[O:5])[CH3:2]. The yield is 0.920. (9) The reactants are Cl.[OH:2][NH2:3].C(=O)([O-])[O-].[Na+].[Na+].[O:10]1[C:14]2([CH2:19][CH2:18][CH2:17][CH2:16][CH2:15]2)[O:13][CH2:12][C@@H:11]1[CH:20]=O. The catalyst is O.C1COCC1. The product is [O:10]1[C:14]2([CH2:19][CH2:18][CH2:17][CH2:16][CH2:15]2)[O:13][CH2:12][CH:11]1[CH:20]=[N:3][OH:2]. The yield is 0.990. (10) The reactants are C1(COC(=O)[NH:10][C@H:11]([CH3:19])[C:12](=[O:18])[N:13]2[CH2:17][CH2:16][CH2:15][CH2:14]2)C=CC=CC=1. The catalyst is CO. The product is [O:18]=[C:12]([N:13]1[CH2:17][CH2:16][CH2:15][CH2:14]1)[C@H:11]([NH2:10])[CH3:19]. The yield is 0.910.